From a dataset of Forward reaction prediction with 1.9M reactions from USPTO patents (1976-2016). Predict the product of the given reaction. (1) Given the reactants O[N:2]1C2C=CC=CC=2N=N1.Cl.CN(C)CCCN=C=NCC.[NH2:23][C:24]1[C:32]2[C:31]([C:33]3[CH:38]=[CH:37][CH:36]=[C:35]([Cl:39])[CH:34]=3)=[N:30][C:29]([S:40][CH3:41])=[N:28][C:27]=2[S:26][C:25]=1[C:42]([OH:44])=O.N, predict the reaction product. The product is: [NH2:23][C:24]1[C:32]2[C:31]([C:33]3[CH:38]=[CH:37][CH:36]=[C:35]([Cl:39])[CH:34]=3)=[N:30][C:29]([S:40][CH3:41])=[N:28][C:27]=2[S:26][C:25]=1[C:42]([NH2:2])=[O:44]. (2) Given the reactants [CH2:1]([N:3]([CH2:28][CH3:29])[CH2:4][CH2:5][CH2:6][NH:7][C:8]([NH:10][C:11]1[CH:16]=[C:15]([O:17][C:18]2[CH:23]=[CH:22][C:21]([N+:24]([O-])=O)=[CH:20][C:19]=2[CH3:27])[CH:14]=[CH:13][N:12]=1)=[O:9])[CH3:2].[Cl-].[NH4+].O, predict the reaction product. The product is: [NH2:24][C:21]1[CH:22]=[CH:23][C:18]([O:17][C:15]2[CH:14]=[CH:13][N:12]=[C:11]([NH:10][C:8]([NH:7][CH2:6][CH2:5][CH2:4][N:3]([CH2:28][CH3:29])[CH2:1][CH3:2])=[O:9])[CH:16]=2)=[C:19]([CH3:27])[CH:20]=1. (3) Given the reactants [H-].C([Al+]CC(C)C)C(C)C.C1(C2C=CC(C([O:23][C@@H:24]3[CH2:32][C@@H:27]4[O:28][C:29](=[O:31])[CH2:30][C@@H:26]4[C@H:25]3[CH2:33][CH2:34][C@@H:35]([O:44][CH:45]3[CH2:50][CH2:49][CH2:48][CH2:47][O:46]3)[CH2:36][CH2:37][C:38]3[CH:43]=[CH:42][CH:41]=[CH:40][CH:39]=3)=O)=CC=2)C=CC=CC=1.CO, predict the reaction product. The product is: [OH:23][C@@H:24]1[CH2:32][C@H:27]([OH:28])[C@H:26]([CH2:30][CH2:29][OH:31])[C@H:25]1[CH2:33][CH2:34][C@@H:35]([O:44][CH:45]1[CH2:50][CH2:49][CH2:48][CH2:47][O:46]1)[CH2:36][CH2:37][C:38]1[CH:39]=[CH:40][CH:41]=[CH:42][CH:43]=1. (4) Given the reactants [CH3:1][C:2]1([C:7]2[S:8][C:9]([CH2:12][N:13]3[N:17]=[C:16]([NH2:18])[CH:15]=[N:14]3)=[CH:10][N:11]=2)[O:6]CCO1.[C:19]1([C:25]2[O:29][CH:28]=[N:27][C:26]=2[C:30](O)=[O:31])[CH:24]=[CH:23][CH:22]=[CH:21][CH:20]=1, predict the reaction product. The product is: [C:2]([C:7]1[S:8][C:9]([CH2:12][N:13]2[N:17]=[C:16]([NH:18][C:30]([C:26]3[N:27]=[CH:28][O:29][C:25]=3[C:19]3[CH:20]=[CH:21][CH:22]=[CH:23][CH:24]=3)=[O:31])[CH:15]=[N:14]2)=[CH:10][N:11]=1)(=[O:6])[CH3:1]. (5) The product is: [F:1][C:2]([F:8])([F:7])[CH2:3][C:4]([NH:20][NH:19][C:21]1[N:22]=[N:23][C:24]([C:27]2[CH:32]=[CH:31][C:30]([O:33][C:34]3[CH:39]=[CH:38][CH:37]=[CH:36][CH:35]=3)=[CH:29][CH:28]=2)=[CH:25][CH:26]=1)=[O:5]. Given the reactants [F:1][C:2]([F:8])([F:7])[CH2:3][C:4](O)=[O:5].C1C=CC2N(O)N=NC=2C=1.[NH:19]([C:21]1[N:22]=[N:23][C:24]([C:27]2[CH:32]=[CH:31][C:30]([O:33][C:34]3[CH:39]=[CH:38][CH:37]=[CH:36][CH:35]=3)=[CH:29][CH:28]=2)=[CH:25][CH:26]=1)[NH2:20].CCOP(O)N(C(C)C)C(C)C, predict the reaction product.